The task is: Predict which catalyst facilitates the given reaction.. This data is from Catalyst prediction with 721,799 reactions and 888 catalyst types from USPTO. (1) Reactant: [O:1]1[C:5]2([CH2:10][CH2:9][CH:8]([O:11][C:12]3[CH:13]=[C:14]([CH:18]=[C:19]([C:21]([F:24])([F:23])[F:22])[N:20]=3)[C:15](O)=[O:16])[CH2:7][CH2:6]2)[O:4][CH2:3][CH2:2]1.B. Product: [O:4]1[C:5]2([CH2:6][CH2:7][CH:8]([O:11][C:12]3[CH:13]=[C:14]([CH2:15][OH:16])[CH:18]=[C:19]([C:21]([F:23])([F:22])[F:24])[N:20]=3)[CH2:9][CH2:10]2)[O:1][CH2:2][CH2:3]1. The catalyst class is: 7. (2) Reactant: [CH:1]([C:4]1[CH:9]=[CH:8][CH:7]=[C:6]([CH:10]([CH3:12])[CH3:11])[C:5]=1[N:13]=[CH:14][C:15]1[CH:20]=[CH:19][CH:18]=[C:17]([C:21]2[C:30]3[C:25](=[CH:26][CH:27]=[CH:28][CH:29]=3)[CH:24]=[CH:23][C:22]=2[CH2:31][NH:32][C:33]2[CH:38]=[CH:37][CH:36]=[CH:35][C:34]=2[CH3:39])[N:16]=1)([CH3:3])[CH3:2].C1COCC1.[Li][C:46]1[CH:47]=[CH:48][CH:49]=[CH:50][CH:51]=1.O. Product: [CH:10]([C:6]1[CH:7]=[CH:8][CH:9]=[C:4]([CH:1]([CH3:2])[CH3:3])[C:5]=1[NH:13][CH:14]([C:15]1[CH:20]=[CH:19][CH:18]=[C:17]([C:21]2[C:30]3[C:25](=[CH:26][CH:27]=[CH:28][CH:29]=3)[CH:24]=[CH:23][C:22]=2[CH2:31][NH:32][C:33]2[CH:38]=[CH:37][CH:36]=[CH:35][C:34]=2[CH3:39])[N:16]=1)[C:46]1[CH:47]=[CH:48][CH:49]=[CH:50][CH:51]=1)([CH3:12])[CH3:11]. The catalyst class is: 28. (3) Reactant: F[C:2]1[CH:7]=[CH:6][N:5]2[C:8]([C:11]([NH:13][C:14]3[CH:22]=[CH:21][CH:20]=[C:19]4[C:15]=3[C:16]([CH3:31])=[N:17][N:18]4[CH2:23][C:24]3[CH:29]=[CH:28][CH:27]=[C:26]([CH3:30])[N:25]=3)=[O:12])=[CH:9][N:10]=[C:4]2[CH:3]=1.[NH:32]1[CH2:36][CH2:35][CH2:34][CH2:33]1.[Cl:37]CCl. Product: [ClH:37].[ClH:37].[CH3:31][C:16]1[C:15]2[C:19](=[CH:20][CH:21]=[CH:22][C:14]=2[NH:13][C:11]([C:8]2[N:5]3[CH:6]=[CH:7][C:2]([N:32]4[CH2:36][CH2:35][CH2:34][CH2:33]4)=[CH:3][C:4]3=[N:10][CH:9]=2)=[O:12])[N:18]([CH2:23][C:24]2[CH:29]=[CH:28][CH:27]=[C:26]([CH3:30])[N:25]=2)[N:17]=1. The catalyst class is: 51. (4) Reactant: [CH2:1]([C:3]1[CH:8]=[CH:7][C:6]([CH:9]2[CH2:14][N:13]([C:15]([O:17]C3C=CC([N+]([O-])=O)=CC=3)=O)[CH2:12][CH:11]([C:27]([O:29][CH3:30])=[O:28])[CH2:10]2)=[CH:5][CH:4]=1)[CH3:2].[NH:31]1[CH2:36][CH2:35][CH:34]([C:37]#[N:38])[CH2:33][CH2:32]1.C(=O)([O-])[O-].[K+].[K+]. Product: [C:37]([CH:34]1[CH2:35][CH2:36][N:31]([C:15]([N:13]2[CH2:14][CH:9]([C:6]3[CH:5]=[CH:4][C:3]([CH2:1][CH3:2])=[CH:8][CH:7]=3)[CH2:10][CH:11]([C:27]([O:29][CH3:30])=[O:28])[CH2:12]2)=[O:17])[CH2:32][CH2:33]1)#[N:38]. The catalyst class is: 42. (5) Reactant: [Br:1][C:2]1[CH:7]=[CH:6][C:5]([OH:8])=[CH:4][CH:3]=1.C(=O)([O-])[O-].[K+].[K+].Br[CH2:16][C:17]1[CH:24]=[CH:23][C:20]([CH:21]=[O:22])=[CH:19][CH:18]=1. Product: [Br:1][C:2]1[CH:7]=[CH:6][C:5]([O:8][CH2:16][C:17]2[CH:24]=[CH:23][C:20]([CH:21]=[O:22])=[CH:19][CH:18]=2)=[CH:4][CH:3]=1. The catalyst class is: 9. (6) Reactant: [C:1]([N:4]([CH2:24][C@@H:25]1[O:29][C:28](=[O:30])[N:27]([C:31]2[CH:36]=[CH:35][C:34]([CH:37]3[CH2:42][CH2:41][S:40](=[O:44])(=[O:43])[CH2:39][CH2:38]3)=[C:33]([F:45])[CH:32]=2)[CH2:26]1)[C:5]([O:7][CH2:8][O:9][C:10](=[O:23])[C@@H:11]([NH:15][C:16]([O:18][C:19]([CH3:22])([CH3:21])[CH3:20])=[O:17])[CH:12]([CH3:14])[CH3:13])=[O:6])(=[O:3])[CH3:2].C1(OC)C=CC=CC=1.C1COCC1.[ClH:59]. Product: [ClH:59].[C:1]([N:4]([CH2:24][C@@H:25]1[O:29][C:28](=[O:30])[N:27]([C:31]2[CH:36]=[CH:35][C:34]([CH:37]3[CH2:38][CH2:39][S:40](=[O:43])(=[O:44])[CH2:41][CH2:42]3)=[C:33]([F:45])[CH:32]=2)[CH2:26]1)[C:5]([O:7][CH2:8][O:9][C:10](=[O:23])[C@@H:11]([NH:15][C:16]([O:18][C:19]([CH3:22])([CH3:21])[CH3:20])=[O:17])[CH:12]([CH3:13])[CH3:14])=[O:6])(=[O:3])[CH3:2]. The catalyst class is: 12. (7) Reactant: [ClH:1].C(OC([N:9]1[CH2:14][CH2:13][N:12](C(OC(C)(C)C)=O)[CH2:11][C@@H:10]1[C:22]1[CH:27]=[CH:26][C:25]([N:28]2[CH2:33][CH2:32][CH2:31][CH2:30][CH2:29]2)=[CH:24][CH:23]=1)=O)(C)(C)C. Product: [ClH:1].[ClH:1].[ClH:1].[N:28]1([C:25]2[CH:24]=[CH:23][C:22]([C@H:10]3[CH2:11][NH:12][CH2:13][CH2:14][NH:9]3)=[CH:27][CH:26]=2)[CH2:29][CH2:30][CH2:31][CH2:32][CH2:33]1. The catalyst class is: 866. (8) Reactant: [CH3:1][O:2][C:3]1[CH:4]=[C:5]2[C:10](=[CH:11][CH:12]=1)[N:9]=[C:8]([C:13]1[CH:14]=[N:15][CH:16]=[CH:17][CH:18]=1)[NH:7][C:6]2=O.ClCCl.P(Br)(Br)[Br:24].[OH-].[NH4+]. Product: [Br:24][C:6]1[C:5]2[C:10](=[CH:11][CH:12]=[C:3]([O:2][CH3:1])[CH:4]=2)[N:9]=[C:8]([C:13]2[CH:14]=[N:15][CH:16]=[CH:17][CH:18]=2)[N:7]=1. The catalyst class is: 3.